This data is from Full USPTO retrosynthesis dataset with 1.9M reactions from patents (1976-2016). The task is: Predict the reactants needed to synthesize the given product. (1) The reactants are: I[C:2]1[CH:3]=[N:4][N:5]([CH3:12])[C:6]=1[C:7]([O:9][CH2:10][CH3:11])=[O:8].C([Mg]Cl)(C)C.Br[C:19]1[CH:47]=[CH:46][C:22]([C:23]([N:25]([C:39]2[C:44]([Cl:45])=[CH:43][CH:42]=[CH:41][N:40]=2)[C@@H:26]2[CH2:31][CH2:30][CH2:29][N:28]([C:32]([O:34][C:35]([CH3:38])([CH3:37])[CH3:36])=[O:33])[CH2:27]2)=[O:24])=[CH:21][CH:20]=1. Given the product [Cl:45][C:44]1[C:39]([N:25]([C:23](=[O:24])[C:22]2[CH:21]=[CH:20][C:19]([C:2]3[CH:3]=[N:4][N:5]([CH3:12])[C:6]=3[C:7]([O:9][CH2:10][CH3:11])=[O:8])=[CH:47][CH:46]=2)[CH:26]2[CH2:31][CH2:30][CH2:29][N:28]([C:32]([O:34][C:35]([CH3:38])([CH3:37])[CH3:36])=[O:33])[CH2:27]2)=[N:40][CH:41]=[CH:42][CH:43]=1, predict the reactants needed to synthesize it. (2) Given the product [C:12]1([O:11][C@H:8]2[CH2:9][CH2:10][C@H:5]([C:3]([NH:23][NH2:24])=[O:2])[CH2:6][CH2:7]2)[C:21]2[C:16](=[CH:17][CH:18]=[CH:19][CH:20]=2)[CH:15]=[CH:14][CH:13]=1, predict the reactants needed to synthesize it. The reactants are: C[O:2][C:3]([C@H:5]1[CH2:10][CH2:9][C@H:8]([O:11][C:12]2[C:21]3[C:16](=[CH:17][CH:18]=[CH:19][CH:20]=3)[CH:15]=[CH:14][CH:13]=2)[CH2:7][CH2:6]1)=O.O.[NH2:23][NH2:24]. (3) Given the product [Cl:27][C:28]1[CH:33]=[CH:32][N:31]=[CH:30][C:29]=1[C:7]1[C:16]2[CH2:15][CH2:14][CH2:13][CH2:12][C:11]=2[N:10]=[C:9]([O:17][CH2:18][C:19]2[CH:24]=[CH:23][CH:22]=[CH:21][N:20]=2)[CH:8]=1, predict the reactants needed to synthesize it. The reactants are: FC(F)(F)S(O[C:7]1[C:16]2[CH2:15][CH2:14][CH2:13][CH2:12][C:11]=2[N:10]=[C:9]([O:17][CH2:18][C:19]2[CH:24]=[CH:23][CH:22]=[CH:21][N:20]=2)[CH:8]=1)(=O)=O.[Cl:27][C:28]1[CH:33]=[CH:32][N:31]=[CH:30][C:29]=1[Sn](CCCC)(CCCC)CCCC.[Li+].[Cl-].CN(C=O)C. (4) The reactants are: Br[C:2]1[CH:3]=[C:4]([Cl:15])[CH:5]=[C:6]2[C:10]=1[NH:9][C:8]([C:11]([NH2:13])=[O:12])=[C:7]2[CH3:14].[Cl:16][C:17]1[CH:22]=[CH:21][C:20](B(O)O)=[CH:19][C:18]=1[F:26]. Given the product [Cl:15][C:4]1[CH:5]=[C:6]2[C:10](=[C:2]([C:20]3[CH:21]=[CH:22][C:17]([Cl:16])=[C:18]([F:26])[CH:19]=3)[CH:3]=1)[NH:9][C:8]([C:11]([NH2:13])=[O:12])=[C:7]2[CH3:14], predict the reactants needed to synthesize it.